From a dataset of Catalyst prediction with 721,799 reactions and 888 catalyst types from USPTO. Predict which catalyst facilitates the given reaction. (1) Reactant: [CH2:1]([NH2:4])[CH:2]=[CH2:3].[C:5](Cl)(=[O:12])[C:6]1[CH:11]=[CH:10][CH:9]=[CH:8][CH:7]=1. Product: [CH2:1]([NH:4][C:5](=[O:12])[C:6]1[CH:11]=[CH:10][CH:9]=[CH:8][CH:7]=1)[CH:2]=[CH2:3]. The catalyst class is: 4. (2) Product: [CH3:32][N:4]([C:5]1[CH:10]=[C:9]([CH:11]2[CH2:16][CH2:15][NH:14][CH2:13][CH2:12]2)[CH:8]=[C:7]([NH:24][C:25]2[CH:30]=[C:29]([CH3:31])[CH:28]=[CH:27][N:26]=2)[N:6]=1)[CH2:3][CH2:2][OH:1]. Reactant: [OH:1][CH2:2][CH2:3][N:4]([CH3:32])[C:5]1[CH:10]=[C:9]([CH:11]2[CH2:16][CH2:15][N:14](C(OC(C)(C)C)=O)[CH2:13][CH2:12]2)[CH:8]=[C:7]([NH:24][C:25]2[CH:30]=[C:29]([CH3:31])[CH:28]=[CH:27][N:26]=2)[N:6]=1.Cl.O1CCOCC1. The catalyst class is: 2. (3) Reactant: [C:1]1([N:7]([C:21]2[CH:26]=[CH:25][CH:24]=[CH:23][CH:22]=2)[C:8](=[O:20])[CH2:9][N:10]2[CH:15]=[CH:14][CH:13]=[C:12]([C:16](O)=[O:17])[C:11]2=[O:19])[CH:6]=[CH:5][CH:4]=[CH:3][CH:2]=1.[NH2:27][C@@H:28]([CH2:36][CH2:37][CH2:38][NH:39][C:40]([NH:42][S:43]([C:46]1[C:47]([CH3:60])=[C:48]2[C:53](=[C:54]([CH3:57])[C:55]=1[CH3:56])[O:52][C:51]([CH3:59])([CH3:58])[CH2:50][CH2:49]2)(=[O:45])=[O:44])=[NH:41])[C:29]([O:31][C:32]([CH3:35])([CH3:34])[CH3:33])=[O:30].CN(C(ON1N=NC2C=CC=CC1=2)=[N+](C)C)C.F[P-](F)(F)(F)(F)F.CCN(C(C)C)C(C)C. Product: [C:21]1([N:7]([C:1]2[CH:2]=[CH:3][CH:4]=[CH:5][CH:6]=2)[C:8](=[O:20])[CH2:9][N:10]2[CH:15]=[CH:14][CH:13]=[C:12]([C:16]([NH:27][C@@H:28]([CH2:36][CH2:37][CH2:38][NH:39][C:40]([NH:42][S:43]([C:46]3[C:47]([CH3:60])=[C:48]4[C:53](=[C:54]([CH3:57])[C:55]=3[CH3:56])[O:52][C:51]([CH3:59])([CH3:58])[CH2:50][CH2:49]4)(=[O:44])=[O:45])=[NH:41])[C:29]([O:31][C:32]([CH3:33])([CH3:34])[CH3:35])=[O:30])=[O:17])[C:11]2=[O:19])[CH:22]=[CH:23][CH:24]=[CH:25][CH:26]=1. The catalyst class is: 3. (4) Reactant: [CH2:1]([O:3][C:4](=[O:17])/[CH:5]=[C:6](/[O:8][C:9]1[CH:14]=[CH:13][CH:12]=[CH:11][C:10]=1[S:15][CH3:16])\[CH3:7])[CH3:2].[Br:18]N1C(=O)CCC1=O.C(OOC(=O)C1C=CC=CC=1)(=O)C1C=CC=CC=1. Product: [CH2:1]([O:3][C:4](=[O:17])/[CH:5]=[C:6](/[O:8][C:9]1[CH:14]=[CH:13][CH:12]=[CH:11][C:10]=1[S:15][CH3:16])\[CH2:7][Br:18])[CH3:2]. The catalyst class is: 53. (5) Reactant: [C:1]([C:3]1[CH:8]=[CH:7][C:6]([C:9]2[N:13]3[CH:14]=[C:15]([C:18]4[CH:26]=[CH:25][C:21]([C:22](O)=[O:23])=[CH:20][CH:19]=4)[CH:16]=[CH:17][C:12]3=[N:11][CH:10]=2)=[CH:5][CH:4]=1)#[N:2].CN(C(ON1N=NC2C=CC=NC1=2)=[N+](C)C)C.F[P-](F)(F)(F)(F)F.CN1CCOCC1.[CH3:58][CH:59]1[CH2:64][CH2:63][N:62]([C:65]2[CH:71]=[CH:70][C:68]([NH2:69])=[CH:67][CH:66]=2)[CH2:61][CH2:60]1. Product: [C:1]([C:3]1[CH:4]=[CH:5][C:6]([C:9]2[N:13]3[CH:14]=[C:15]([C:18]4[CH:19]=[CH:20][C:21]([C:22]([NH:69][C:68]5[CH:67]=[CH:66][C:65]([N:62]6[CH2:63][CH2:64][CH:59]([CH3:58])[CH2:60][CH2:61]6)=[CH:71][CH:70]=5)=[O:23])=[CH:25][CH:26]=4)[CH:16]=[CH:17][C:12]3=[N:11][CH:10]=2)=[CH:7][CH:8]=1)#[N:2]. The catalyst class is: 18. (6) Reactant: [C:1](Cl)(Cl)=[O:2].CCN(C(C)C)C(C)C.[CH3:14][C:15]1([CH3:32])[C:23]2[CH:22]=[N:21][C:20]([NH:24][C:25]3[CH:30]=[CH:29][N:28]=[C:27]([CH3:31])[CH:26]=3)=[N:19][C:18]=2[CH2:17][NH:16]1.C(Cl)(=O)N.[NH2:37][C@@H:38]([C:41]1[CH:46]=[CH:45][CH:44]=[CH:43][CH:42]=1)[CH2:39][OH:40]. Product: [OH:40][CH2:39][C@@H:38]([NH:37][C:1]([N:16]1[C:15]([CH3:32])([CH3:14])[C:23]2[CH:22]=[N:21][C:20]([NH:24][C:25]3[CH:30]=[CH:29][N:28]=[C:27]([CH3:31])[CH:26]=3)=[N:19][C:18]=2[CH2:17]1)=[O:2])[C:41]1[CH:46]=[CH:45][CH:44]=[CH:43][CH:42]=1. The catalyst class is: 2. (7) Reactant: [OH:1][C:2]1[CH:7]=[CH:6][C:5]([CH2:8][CH2:9][CH2:10][C@H:11]2[CH2:15][NH:14]/[C:13](=[N:16]\[C:17]([C:19]3[C:24]([NH2:25])=[N:23][C:22]([NH2:26])=[C:21]([Cl:27])[N:20]=3)=[O:18])/[NH:12]2)=[CH:4][CH:3]=1.C(N(CC)CC)C.[CH2:35]1[O:37][C@H:36]1[CH2:38][OH:39]. Product: [OH:37][C@@H:36]([CH2:38][OH:39])[CH2:35][O:1][C:2]1[CH:7]=[CH:6][C:5]([CH2:8][CH2:9][CH2:10][C@H:11]2[CH2:15][NH:14]/[C:13](=[N:16]/[C:17]([C:19]3[C:24]([NH2:25])=[N:23][C:22]([NH2:26])=[C:21]([Cl:27])[N:20]=3)=[O:18])/[NH:12]2)=[CH:4][CH:3]=1. The catalyst class is: 357.